Dataset: Catalyst prediction with 721,799 reactions and 888 catalyst types from USPTO. Task: Predict which catalyst facilitates the given reaction. Reactant: [C:1]([O:5][C:6](=[O:19])[NH:7][CH2:8][C@@H:9]1[CH2:11][C@H:10]1[C:12]1[CH:17]=[CH:16][CH:15]=[C:14](Br)[CH:13]=1)([CH3:4])([CH3:3])[CH3:2].[C:20]([C:22]1[CH:27]=[CH:26][C:25](B(O)O)=[CH:24][CH:23]=1)#[N:21].C([O-])([O-])=O.[K+].[K+]. Product: [C:1]([O:5][C:6](=[O:19])[NH:7][CH2:8][CH:9]1[CH2:11][CH:10]1[C:12]1[CH:13]=[C:14]([C:25]2[CH:26]=[CH:27][C:22]([C:20]#[N:21])=[CH:23][CH:24]=2)[CH:15]=[CH:16][CH:17]=1)([CH3:4])([CH3:3])[CH3:2]. The catalyst class is: 564.